From a dataset of Full USPTO retrosynthesis dataset with 1.9M reactions from patents (1976-2016). Predict the reactants needed to synthesize the given product. (1) Given the product [CH3:1][O:2][C:3]([C:5]1[C:13]([Cl:14])=[C:12]2[C:8]([C:9]([CH:33]3[CH2:38][CH2:37][CH2:36][CH2:35][CH2:34]3)=[C:10]([C:25]3[CH:26]=[CH:27][C:28]([O:31][CH3:32])=[CH:29][CH:30]=3)[N:11]2[CH2:15][CH2:16][OH:17])=[CH:7][CH:6]=1)=[O:4], predict the reactants needed to synthesize it. The reactants are: [CH3:1][O:2][C:3]([C:5]1[C:13]([Cl:14])=[C:12]2[C:8]([C:9]([CH:33]3[CH2:38][CH2:37][CH2:36][CH2:35][CH2:34]3)=[C:10]([C:25]3[CH:30]=[CH:29][C:28]([O:31][CH3:32])=[CH:27][CH:26]=3)[N:11]2[CH2:15][CH2:16][O:17][Si](C(C)(C)C)(C)C)=[CH:7][CH:6]=1)=[O:4].[F-].C([N+](CCCC)(CCCC)CCCC)CCC. (2) Given the product [CH:24]([N:22]([CH3:23])[C:4]1[C:5]([CH3:21])=[C:6]([CH:20]=[C:2]([C:32]2[S:31][C:30]([O:29][CH3:28])=[N:34][CH:33]=2)[CH:3]=1)[C:7]([NH:9][CH2:10][C:11]1[C:12](=[O:19])[NH:13][C:14]([CH3:18])=[CH:15][C:16]=1[CH3:17])=[O:8])([CH2:26][CH3:27])[CH3:25], predict the reactants needed to synthesize it. The reactants are: Br[C:2]1[CH:3]=[C:4]([N:22]([CH:24]([CH2:26][CH3:27])[CH3:25])[CH3:23])[C:5]([CH3:21])=[C:6]([CH:20]=1)[C:7]([NH:9][CH2:10][C:11]1[C:12](=[O:19])[NH:13][C:14]([CH3:18])=[CH:15][C:16]=1[CH3:17])=[O:8].[CH3:28][O:29][C:30]1[S:31][C:32]([Sn](CCCC)(CCCC)CCCC)=[CH:33][N:34]=1. (3) Given the product [Br:28][C:29]1[C:30]([N:40]([S:2](=[O:4])(=[O:3])[NH:5][C:6]([O:12][C:9]([CH3:11])([CH3:10])[CH3:8])=[O:7])[CH2:41][C:42]([O:44][CH3:45])=[O:43])=[CH:31][S:32][C:33]=1[C:34]1[CH:39]=[CH:38][CH:37]=[CH:36][CH:35]=1, predict the reactants needed to synthesize it. The reactants are: Cl[S:2]([N:5]=[C:6]=[O:7])(=[O:4])=[O:3].[CH3:8][C:9]([OH:12])([CH3:11])[CH3:10].C(OC(NC(NS(Cl)(=O)=O)=O)=O)(C)(C)C.[Br:28][C:29]1[C:30]([NH:40][CH2:41][C:42]([O:44][CH3:45])=[O:43])=[CH:31][S:32][C:33]=1[C:34]1[CH:39]=[CH:38][CH:37]=[CH:36][CH:35]=1.CCN(C(C)C)C(C)C. (4) Given the product [NH2:23][C:24]1[N:29]=[C:28]([N:18]2[C:19]3[CH:20]=[CH:21][CH:22]=[C:14]([C:12]([NH:11][C@H:4]([C:5]4[CH:6]=[CH:7][CH:8]=[CH:9][CH:10]=4)[CH2:3][O:2][CH3:1])=[O:13])[C:15]=3[CH:16]=[CH:17]2)[CH:27]=[CH:26][N:25]=1, predict the reactants needed to synthesize it. The reactants are: [CH3:1][O:2][CH2:3][C@H:4]([NH:11][C:12]([C:14]1[C:15]2[CH:16]=[CH:17][NH:18][C:19]=2[CH:20]=[CH:21][CH:22]=1)=[O:13])[C:5]1[CH:10]=[CH:9][CH:8]=[CH:7][CH:6]=1.[NH2:23][C:24]1[N:29]=[C:28](Cl)[CH:27]=[CH:26][N:25]=1.C(NC1C=C(C=CC=1)CNC(C1C2C=CN(C3C=CN=C(N)N=3)C=2C=CC=1)=O)(=O)C.